This data is from Full USPTO retrosynthesis dataset with 1.9M reactions from patents (1976-2016). The task is: Predict the reactants needed to synthesize the given product. (1) Given the product [CH2:1]([C:3]1[CH:8]=[C:7]([CH3:9])[CH:6]=[C:5]([CH2:10][CH3:11])[C:4]=1[C:12]1[C:13](=[O:29])[N:14]([CH3:28])[N:15]=[C:16]([CH2:26][C:30]#[N:31])[C:17]=1[O:18][CH2:19][C:20]1[CH:25]=[CH:24][CH:23]=[CH:22][CH:21]=1)[CH3:2], predict the reactants needed to synthesize it. The reactants are: [CH2:1]([C:3]1[CH:8]=[C:7]([CH3:9])[CH:6]=[C:5]([CH2:10][CH3:11])[C:4]=1[C:12]1[C:13](=[O:29])[N:14]([CH3:28])[N:15]=[C:16]([CH2:26]Br)[C:17]=1[O:18][CH2:19][C:20]1[CH:25]=[CH:24][CH:23]=[CH:22][CH:21]=1)[CH3:2].[C-:30]#[N:31].[Na+]. (2) Given the product [CH3:18][O:19][C:20](=[O:27])[CH2:21][CH2:22][CH2:23][CH2:24][CH2:25][O:17][C:10]1[CH:11]=[CH:12][C:13]([N+:14]([O-:16])=[O:15])=[C:8]([NH:7][C:1]2[CH:2]=[CH:3][CH:4]=[CH:5][CH:6]=2)[CH:9]=1, predict the reactants needed to synthesize it. The reactants are: [C:1]1([NH:7][C:8]2[CH:9]=[C:10]([OH:17])[CH:11]=[CH:12][C:13]=2[N+:14]([O-:16])=[O:15])[CH:6]=[CH:5][CH:4]=[CH:3][CH:2]=1.[CH3:18][O:19][C:20](=[O:27])[CH2:21][CH2:22][CH2:23][CH2:24][CH2:25]Br. (3) Given the product [C:34]([CH2:33][CH2:32][CH2:29][O:28][C:25]1[CH:24]=[CH:23][C:22]([C:19]2[CH:20]=[CH:21][C:16](/[CH:15]=[CH:14]/[C:11]3[N:12]([CH2:31][CH2:32][CH2:33][C:34]([OH:36])=[O:35])[CH:13]=[C:9]([C:3]4[CH:4]=[CH:5][C:6]([Cl:8])=[CH:7][C:2]=4[Cl:1])[N:10]=3)=[CH:17][CH:18]=2)=[CH:27][CH:26]=1)([OH:36])=[O:35], predict the reactants needed to synthesize it. The reactants are: [Cl:1][C:2]1[CH:7]=[C:6]([Cl:8])[CH:5]=[CH:4][C:3]=1[C:9]1[N:10]=[C:11](/[CH:14]=[CH:15]/[C:16]2[CH:21]=[CH:20][C:19]([C:22]3[CH:27]=[CH:26][C:25]([O:28][CH3:29])=[CH:24][CH:23]=3)=[CH:18][CH:17]=2)[NH:12][CH:13]=1.Br[CH2:31][CH2:32][CH2:33][C:34]([O:36]C)=[O:35]. (4) Given the product [F:48][C:49]1[CH:54]=[CH:53][C:52]([O:27][CH2:26][C:22]2[CH:21]=[C:20]3[C:25]([C:16]([N:56]4[CH2:60][CH2:59][CH2:58][CH2:57]4)=[CH:17][C:18]([CH3:28])=[N:19]3)=[CH:24][CH:23]=2)=[CH:51][CH:50]=1, predict the reactants needed to synthesize it. The reactants are: CC(OC(/N=N/C(OC(C)C)=O)=O)C.Cl[C:16]1[C:25]2[C:20](=[CH:21][C:22]([CH2:26][OH:27])=[CH:23][CH:24]=2)[N:19]=[C:18]([CH3:28])[CH:17]=1.C1(P(C2C=CC=CC=2)C2C=CC=CC=2)C=CC=CC=1.[F:48][C:49]1[CH:54]=[CH:53][C:52](O)=[CH:51][CH:50]=1.[NH:56]1[CH2:60][CH2:59][CH2:58][CH2:57]1. (5) Given the product [Br:10][C:7]1[CH:8]=[CH:9][N:4]2[N:3]=[C:2]([N:13]([CH2:14][CH3:15])[CH3:12])[N:11]=[C:5]2[CH:6]=1, predict the reactants needed to synthesize it. The reactants are: Br[C:2]1[N:11]=[C:5]2[CH:6]=[C:7]([Br:10])[CH:8]=[CH:9][N:4]2[N:3]=1.[CH3:12][NH:13][CH2:14][CH3:15].